Regression. Given two drug SMILES strings and cell line genomic features, predict the synergy score measuring deviation from expected non-interaction effect. From a dataset of NCI-60 drug combinations with 297,098 pairs across 59 cell lines. (1) Drug 1: C1=CN(C(=O)N=C1N)C2C(C(C(O2)CO)O)O.Cl. Drug 2: COC1=C2C(=CC3=C1OC=C3)C=CC(=O)O2. Cell line: DU-145. Synergy scores: CSS=41.7, Synergy_ZIP=-5.40, Synergy_Bliss=-9.61, Synergy_Loewe=-42.3, Synergy_HSA=-8.39. (2) Drug 1: CN(CCCl)CCCl.Cl. Drug 2: CCN(CC)CCCC(C)NC1=C2C=C(C=CC2=NC3=C1C=CC(=C3)Cl)OC. Cell line: SK-MEL-28. Synergy scores: CSS=4.43, Synergy_ZIP=-0.559, Synergy_Bliss=2.34, Synergy_Loewe=-0.914, Synergy_HSA=-0.847. (3) Drug 1: CC12CCC3C(C1CCC2=O)CC(=C)C4=CC(=O)C=CC34C. Drug 2: CC1=CC=C(C=C1)C2=CC(=NN2C3=CC=C(C=C3)S(=O)(=O)N)C(F)(F)F. Cell line: NCI-H460. Synergy scores: CSS=20.5, Synergy_ZIP=0.231, Synergy_Bliss=0.941, Synergy_Loewe=-9.27, Synergy_HSA=-0.0191. (4) Drug 1: CN1CCC(CC1)COC2=C(C=C3C(=C2)N=CN=C3NC4=C(C=C(C=C4)Br)F)OC. Drug 2: CCN(CC)CCNC(=O)C1=C(NC(=C1C)C=C2C3=C(C=CC(=C3)F)NC2=O)C. Cell line: HOP-62. Synergy scores: CSS=2.45, Synergy_ZIP=6.21, Synergy_Bliss=2.26, Synergy_Loewe=0.0838, Synergy_HSA=0.431. (5) Drug 1: CC1CCC2CC(C(=CC=CC=CC(CC(C(=O)C(C(C(=CC(C(=O)CC(OC(=O)C3CCCCN3C(=O)C(=O)C1(O2)O)C(C)CC4CCC(C(C4)OC)O)C)C)O)OC)C)C)C)OC. Drug 2: CC1=C2C(C(=O)C3(C(CC4C(C3C(C(C2(C)C)(CC1OC(=O)C(C(C5=CC=CC=C5)NC(=O)OC(C)(C)C)O)O)OC(=O)C6=CC=CC=C6)(CO4)OC(=O)C)O)C)O. Cell line: NCI-H226. Synergy scores: CSS=8.29, Synergy_ZIP=1.04, Synergy_Bliss=3.51, Synergy_Loewe=3.35, Synergy_HSA=2.84. (6) Drug 1: CC(CN1CC(=O)NC(=O)C1)N2CC(=O)NC(=O)C2. Drug 2: CN(CCCl)CCCl.Cl. Cell line: OVCAR-5. Synergy scores: CSS=22.7, Synergy_ZIP=-5.41, Synergy_Bliss=1.63, Synergy_Loewe=-1.10, Synergy_HSA=0.788. (7) Drug 1: CC1C(C(CC(O1)OC2CC(CC3=C2C(=C4C(=C3O)C(=O)C5=C(C4=O)C(=CC=C5)OC)O)(C(=O)C)O)N)O.Cl. Drug 2: CC(C)CN1C=NC2=C1C3=CC=CC=C3N=C2N. Cell line: HCT-15. Synergy scores: CSS=4.64, Synergy_ZIP=-2.81, Synergy_Bliss=0.633, Synergy_Loewe=-8.93, Synergy_HSA=-1.08. (8) Drug 1: CCC1(CC2CC(C3=C(CCN(C2)C1)C4=CC=CC=C4N3)(C5=C(C=C6C(=C5)C78CCN9C7C(C=CC9)(C(C(C8N6C=O)(C(=O)OC)O)OC(=O)C)CC)OC)C(=O)OC)O.OS(=O)(=O)O. Drug 2: CC1=C2C(C(=O)C3(C(CC4C(C3C(C(C2(C)C)(CC1OC(=O)C(C(C5=CC=CC=C5)NC(=O)OC(C)(C)C)O)O)OC(=O)C6=CC=CC=C6)(CO4)OC(=O)C)O)C)O. Cell line: UACC62. Synergy scores: CSS=30.6, Synergy_ZIP=-10.1, Synergy_Bliss=-4.85, Synergy_Loewe=-8.51, Synergy_HSA=-3.82. (9) Drug 1: CC1=C2C(C(=O)C3(C(CC4C(C3C(C(C2(C)C)(CC1OC(=O)C(C(C5=CC=CC=C5)NC(=O)OC(C)(C)C)O)O)OC(=O)C6=CC=CC=C6)(CO4)OC(=O)C)OC)C)OC. Drug 2: CCN(CC)CCCC(C)NC1=C2C=C(C=CC2=NC3=C1C=CC(=C3)Cl)OC. Cell line: HCC-2998. Synergy scores: CSS=63.0, Synergy_ZIP=-0.732, Synergy_Bliss=-6.64, Synergy_Loewe=-12.2, Synergy_HSA=0.181.